Dataset: Catalyst prediction with 721,799 reactions and 888 catalyst types from USPTO. Task: Predict which catalyst facilitates the given reaction. (1) Reactant: [Cl:1][C:2]1[N:7]=[C:6]([CH2:8][C:9]([C:11]2[CH:16]=[CH:15][CH:14]=[C:13]([O:17][CH3:18])[CH:12]=2)=O)[CH:5]=[CH:4][N:3]=1.C1C(=O)N(Br)C(=O)C1.[CH3:27][O:28][CH2:29][CH2:30][NH:31][C:32]([NH2:34])=[S:33]. Product: [Cl:1][C:2]1[N:7]=[C:6]([C:8]2[S:33][C:32]([NH:31][CH2:30][CH2:29][O:28][CH3:27])=[N:34][C:9]=2[C:11]2[CH:16]=[CH:15][CH:14]=[C:13]([O:17][CH3:18])[CH:12]=2)[CH:5]=[CH:4][N:3]=1. The catalyst class is: 2. (2) Reactant: [N+:1]([C:4]1[CH:5]=[N:6][N:7]([CH2:9][O:10][CH2:11][CH2:12][Si:13]([CH3:16])([CH3:15])[CH3:14])[CH:8]=1)([O-:3])=[O:2].C[Si](C)(C)[N-][Si](C)(C)C.[Li+].[Cl:27]C(Cl)(Cl)C(Cl)(Cl)Cl. Product: [Cl:27][C:8]1[N:7]([CH2:9][O:10][CH2:11][CH2:12][Si:13]([CH3:16])([CH3:15])[CH3:14])[N:6]=[CH:5][C:4]=1[N+:1]([O-:3])=[O:2]. The catalyst class is: 1. (3) The catalyst class is: 3. Reactant: [Br:1][C:2]1[CH:3]=[C:4]([NH2:11])[C:5]([O:8][CH2:9][CH3:10])=[N:6][CH:7]=1.[H-].[Na+].Br[CH2:15][CH2:16][O:17][CH2:18][CH2:19]Br. Product: [Br:1][C:2]1[CH:3]=[C:4]([N:11]2[CH2:19][CH2:18][O:17][CH2:16][CH2:15]2)[C:5]([O:8][CH2:9][CH3:10])=[N:6][CH:7]=1. (4) Reactant: N#N.C1N=CN(C(N2C=NC=C2)=O)C=1.[NH:15]1[CH2:20][CH2:19][CH2:18][CH2:17][CH2:16]1.[C:21]([O:25][C:26]([N:28]1[CH2:33][CH2:32][C:31]([C:37]2[CH:42]=[CH:41][CH:40]=[CH:39][CH:38]=2)([C:34](O)=[O:35])[CH2:30][CH2:29]1)=[O:27])([CH3:24])([CH3:23])[CH3:22]. Product: [C:21]([O:25][C:26]([N:28]1[CH2:33][CH2:32][C:31]([C:37]2[CH:38]=[CH:39][CH:40]=[CH:41][CH:42]=2)([C:34]([N:15]2[CH2:20][CH2:19][CH2:18][CH2:17][CH2:16]2)=[O:35])[CH2:30][CH2:29]1)=[O:27])([CH3:23])([CH3:24])[CH3:22]. The catalyst class is: 1. (5) Reactant: [CH3:1][C:2]1[CH:10]=[CH:9][C:8]([N+:11]([O-:13])=[O:12])=[CH:7][C:3]=1[C:4]([OH:6])=O.[C:14]([C:16]1[CH:21]=[CH:20][C:19]([CH:22]2[CH2:27][CH2:26][NH:25][CH2:24][CH2:23]2)=[CH:18][CH:17]=1)#[N:15].Cl.CN(C)CCCN=C=NCC.C(OCC)(=O)C. Product: [CH3:1][C:2]1[CH:10]=[CH:9][C:8]([N+:11]([O-:13])=[O:12])=[CH:7][C:3]=1[C:4]([N:25]1[CH2:26][CH2:27][CH:22]([C:19]2[CH:20]=[CH:21][C:16]([C:14]#[N:15])=[CH:17][CH:18]=2)[CH2:23][CH2:24]1)=[O:6]. The catalyst class is: 241. (6) Reactant: [Cl:1][C:2]1[C:11]2[C:6](=[CH:7][CH:8]=[CH:9][CH:10]=2)[C:5]([NH2:12])=[N:4][N:3]=1.Br[CH2:14][C:15](=O)[C:16]([F:19])([F:18])[F:17]. Product: [Cl:1][C:2]1[C:11]2[C:6](=[CH:7][CH:8]=[CH:9][CH:10]=2)[C:5]2=[N:12][C:15]([C:16]([F:19])([F:18])[F:17])=[CH:14][N:4]2[N:3]=1. The catalyst class is: 8.